From a dataset of Forward reaction prediction with 1.9M reactions from USPTO patents (1976-2016). Predict the product of the given reaction. (1) Given the reactants C[N:2]([CH:4]=[C:5]([C:11](=O)[CH2:12][CH:13]([CH3:15])[CH3:14])[C:6]([O:8][CH2:9][CH3:10])=[O:7])C.[NH2:17]N, predict the reaction product. The product is: [CH2:12]([C:11]1[C:5]([C:6]([O:8][CH2:9][CH3:10])=[O:7])=[CH:4][NH:2][N:17]=1)[CH:13]([CH3:15])[CH3:14]. (2) Given the reactants [F:1][C:2]1[CH:3]=[C:4]([C:14]2[CH:19]=[CH:18][CH:17]=[C:16]([N:20]([CH3:31])[C:21]([NH:23][CH2:24][CH2:25][CH2:26][CH2:27][CH2:28][CH2:29][CH3:30])=[O:22])[CH:15]=2)[CH:5]=[CH:6][C:7]=1[CH:8]=[CH:9][C:10]([O:12][CH3:13])=[O:11], predict the reaction product. The product is: [F:1][C:2]1[CH:3]=[C:4]([C:14]2[CH:19]=[CH:18][CH:17]=[C:16]([N:20]([CH3:31])[C:21]([NH:23][CH2:24][CH2:25][CH2:26][CH2:27][CH2:28][CH2:29][CH3:30])=[O:22])[CH:15]=2)[CH:5]=[CH:6][C:7]=1[CH2:8][CH2:9][C:10]([O:12][CH3:13])=[O:11]. (3) Given the reactants [F:1][C:2]1[C:3](I)=[C:4]2[C:14]3[C:9](=[CH:10][N:11]=[C:12]([C:15]4[CH:16]=[N:17][CH:18]=[CH:19][CH:20]=4)[CH:13]=3)[NH:8][C:5]2=[N:6][CH:7]=1.[CH3:22][N:23]([C:28]1[CH:33]=[CH:32][C:31](B2OC(C)(C)C(C)(C)O2)=[CH:30][CH:29]=1)[S:24]([CH3:27])(=[O:26])=[O:25].C(=O)([O-])[O-].[Cs+].[Cs+].O, predict the reaction product. The product is: [F:1][C:2]1[C:3]([C:31]2[CH:30]=[CH:29][C:28]([N:23]([CH3:22])[S:24]([CH3:27])(=[O:25])=[O:26])=[CH:33][CH:32]=2)=[C:4]2[C:14]3[C:9](=[CH:10][N:11]=[C:12]([C:15]4[CH:16]=[N:17][CH:18]=[CH:19][CH:20]=4)[CH:13]=3)[NH:8][C:5]2=[N:6][CH:7]=1.